Dataset: Peptide-MHC class I binding affinity with 185,985 pairs from IEDB/IMGT. Task: Regression. Given a peptide amino acid sequence and an MHC pseudo amino acid sequence, predict their binding affinity value. This is MHC class I binding data. (1) The peptide sequence is AWMVHRQWF. The MHC is HLA-A24:02 with pseudo-sequence HLA-A24:02. The binding affinity (normalized) is 0.652. (2) The peptide sequence is FVSLVKKNKK. The MHC is HLA-A03:01 with pseudo-sequence HLA-A03:01. The binding affinity (normalized) is 0.219. (3) The peptide sequence is IEAGDEVFF. The MHC is HLA-A30:01 with pseudo-sequence HLA-A30:01. The binding affinity (normalized) is 0.0847. (4) The peptide sequence is YYQLCQHLK. The MHC is HLA-B58:01 with pseudo-sequence HLA-B58:01. The binding affinity (normalized) is 0.0847. (5) The peptide sequence is ILYDKEEI. The MHC is H-2-Kb with pseudo-sequence H-2-Kb. The binding affinity (normalized) is 0.0735. (6) The peptide sequence is RGRAATMAL. The MHC is HLA-B07:02 with pseudo-sequence HLA-B07:02. The binding affinity (normalized) is 0.810. (7) The peptide sequence is YLDNVGVHI. The MHC is HLA-B57:01 with pseudo-sequence HLA-B57:01. The binding affinity (normalized) is 0.0847.